From a dataset of Full USPTO retrosynthesis dataset with 1.9M reactions from patents (1976-2016). Predict the reactants needed to synthesize the given product. (1) Given the product [CH2:23]([NH:30][CH:19]1[CH2:18][CH2:17][CH:16]([N:9]2[C:10]3=[C:15]4[C:14](=[CH:13][CH:12]=[CH:11]3)[C:3]([O:2][CH3:1])=[N:4][CH:5]=[C:6]4[CH2:7][CH2:8]2)[CH2:21][CH2:20]1)[C:24]1[CH:29]=[CH:28][CH:27]=[CH:26][CH:25]=1, predict the reactants needed to synthesize it. The reactants are: [CH3:1][O:2][C:3]1[C:14]2[C:15]3[C:6]([CH2:7][CH2:8][N:9]([CH:16]4[CH2:21][CH2:20][C:19](=O)[CH2:18][CH2:17]4)[C:10]=3[CH:11]=[CH:12][CH:13]=2)=[CH:5][N:4]=1.[CH2:23]([NH2:30])[C:24]1[CH:29]=[CH:28][CH:27]=[CH:26][CH:25]=1. (2) The reactants are: FC(F)(F)S(O[C:7]1[C:12]2[CH2:13][O:14][C@@H:15]3[C@H:19]([C:11]=2[CH:10]=[CH:9][CH:8]=1)[CH2:18][N:17]([C:20]([O:22][C:23]([CH3:26])([CH3:25])[CH3:24])=[O:21])[CH2:16]3)(=O)=O.[CH:29]1(B(O)O)[CH2:31][CH2:30]1.C(=O)([O-])[O-].[K+].[K+].O1CCOCC1. Given the product [CH:29]1([C:7]2[C:12]3[CH2:13][O:14][C@@H:15]4[C@H:19]([C:11]=3[CH:10]=[CH:9][CH:8]=2)[CH2:18][N:17]([C:20]([O:22][C:23]([CH3:25])([CH3:26])[CH3:24])=[O:21])[CH2:16]4)[CH2:31][CH2:30]1, predict the reactants needed to synthesize it.